This data is from Catalyst prediction with 721,799 reactions and 888 catalyst types from USPTO. The task is: Predict which catalyst facilitates the given reaction. (1) Reactant: [CH:1]1([N:4]([CH2:6][C:7]2[CH:8]=[C:9]([C:21]#[C:22][Si](C)(C)C)[CH:10]=[C:11]3[C:16]=2[O:15][C:14]([CH3:18])([CH3:17])[CH2:13][C:12]3([CH3:20])[CH3:19])[CH3:5])[CH2:3][CH2:2]1.C(=O)([O-])[O-].[K+].[K+]. Product: [CH:1]1([N:4]([CH2:6][C:7]2[CH:8]=[C:9]([C:21]#[CH:22])[CH:10]=[C:11]3[C:16]=2[O:15][C:14]([CH3:17])([CH3:18])[CH2:13][C:12]3([CH3:20])[CH3:19])[CH3:5])[CH2:2][CH2:3]1. The catalyst class is: 5. (2) Reactant: [OH:1][C:2]1[CH:11]=[C:10]2[C:5]([C:6]([CH3:14])([CH3:13])[CH2:7][C:8](=[O:12])[NH:9]2)=[CH:4][CH:3]=1.[Br:15][CH2:16][CH2:17][CH2:18][CH2:19]Br.C(=O)([O-])[O-].[K+].[K+].O. The catalyst class is: 3. Product: [Br:15][CH2:16][CH2:17][CH2:18][CH2:19][O:1][C:2]1[CH:11]=[C:10]2[C:5]([C:6]([CH3:14])([CH3:13])[CH2:7][C:8](=[O:12])[NH:9]2)=[CH:4][CH:3]=1. (3) Reactant: [CH3:1][N:2]([CH3:5])[CH:3]=O.[C:6](Cl)(=[O:10])[C:7](Cl)=O.[P:12]([O:19][CH2:20][CH3:21])([O:16][CH2:17][CH3:18])[O:13]CC. Product: [CH3:1][N:2]([CH:3]([P:12](=[O:13])([O:10][CH2:6][CH3:7])[O:16][CH2:17][CH3:18])[P:12](=[O:13])([O:16][CH2:17][CH3:18])[O:19][CH2:20][CH3:21])[CH3:5]. The catalyst class is: 2. (4) Reactant: [O:1]1[CH2:3][C@@H:2]1[CH2:4][O:5][C:6]1[CH:7]=[C:8]([C:12]2[C:20]3[C:15](=[N:16][CH:17]=[CH:18][CH:19]=3)[O:14][N:13]=2)[CH:9]=[CH:10][CH:11]=1.[F:21][C:22]1[CH:36]=[CH:35][C:25]2[C:26]([CH:29]3[CH2:34][CH2:33][NH:32][CH2:31][CH2:30]3)=[N:27][O:28][C:24]=2[CH:23]=1. Product: [F:21][C:22]1[CH:36]=[CH:35][C:25]2[C:26]([CH:29]3[CH2:30][CH2:31][N:32]([CH2:3][C@@H:2]([OH:1])[CH2:4][O:5][C:6]4[CH:11]=[CH:10][CH:9]=[C:8]([C:12]5[C:20]6[C:15](=[N:16][CH:17]=[CH:18][CH:19]=6)[O:14][N:13]=5)[CH:7]=4)[CH2:33][CH2:34]3)=[N:27][O:28][C:24]=2[CH:23]=1. The catalyst class is: 737. (5) Reactant: S(Cl)(Cl)=O.[OH:5][C@@:6]([C@H:11]1[O:16][CH2:15][CH2:14][N:13]([C:17]2[CH:21]=[CH:20][N:19]([C:22]3[CH:27]=[CH:26][N:25]=[C:24]([O:28][CH3:29])[CH:23]=3)[N:18]=2)[C:12]1=[O:30])([CH3:10])[C:7]([OH:9])=O.[NH2:31][C:32]1[CH:33]=[C:34]2[O:40][N:39]=[C:38]([N:41]3[C:49](=[O:50])[C:48]4[C:43](=[CH:44][CH:45]=[CH:46][CH:47]=4)[C:42]3=[O:51])[C:35]2=[N:36][CH:37]=1. Product: [O:51]=[C:42]1[C:43]2[C:48](=[CH:47][CH:46]=[CH:45][CH:44]=2)[C:49](=[O:50])[N:41]1[C:38]1[C:35]2=[N:36][CH:37]=[C:32]([NH:31][C:7](=[O:9])[C@:6]([OH:5])([C@H:11]3[O:16][CH2:15][CH2:14][N:13]([C:17]4[CH:21]=[CH:20][N:19]([C:22]5[CH:27]=[CH:26][N:25]=[C:24]([O:28][CH3:29])[CH:23]=5)[N:18]=4)[C:12]3=[O:30])[CH3:10])[CH:33]=[C:34]2[O:40][N:39]=1. The catalyst class is: 537. (6) Reactant: [C:1]([O:5][C:6]([N:8]1[CH2:13][CH2:12][N:11]([C:14]([O:16][C:17]([CH3:20])([CH3:19])[CH3:18])=[O:15])[CH2:10][C@H:9]1[C:21]([OH:23])=[O:22])=[O:7])([CH3:4])([CH3:3])[CH3:2].[C:24](=O)([O-])[O-].[K+].[K+].IC. Product: [N:8]1([C:6]([O:5][C:1]([CH3:4])([CH3:2])[CH3:3])=[O:7])[CH2:13][CH2:12][N:11]([C:14]([O:16][C:17]([CH3:20])([CH3:19])[CH3:18])=[O:15])[CH2:10][C@H:9]1[C:21]([O:23][CH3:24])=[O:22]. The catalyst class is: 39.